Dataset: Reaction yield outcomes from USPTO patents with 853,638 reactions. Task: Predict the reaction yield, written as a fraction of the theoretical maximum amount of product (1.0 means a 100% yield; for example, 0.34 means a 34% yield). (1) The reactants are Cl[CH2:2][CH2:3][CH2:4][N:5]1[C:14]2[C:9](=[C:10]([CH3:15])[CH:11]=[CH:12][CH:13]=2)[CH2:8][CH2:7][C:6]1=[O:16].[CH2:17]([CH:21]1[CH2:26][CH2:25][NH:24][CH2:23][CH2:22]1)[CH2:18][CH2:19][CH3:20].C([O-])([O-])=O.[K+].[K+]. The catalyst is CC#N. The product is [CH2:17]([CH:21]1[CH2:26][CH2:25][N:24]([CH2:2][CH2:3][CH2:4][N:5]2[C:14]3[C:9](=[C:10]([CH3:15])[CH:11]=[CH:12][CH:13]=3)[CH2:8][CH2:7][C:6]2=[O:16])[CH2:23][CH2:22]1)[CH2:18][CH2:19][CH3:20]. The yield is 0.740. (2) The product is [CH3:1][O:2][C:3]1[CH:11]=[CH:10][CH:9]=[C:8]2[C:4]=1[C:5]([CH2:27][C:28]#[N:29])=[CH:6][NH:7]2. The reactants are [CH3:1][O:2][C:3]1[CH:11]=[CH:10][CH:9]=[C:8]2[C:4]=1[CH:5]=[CH:6][NH:7]2.C=O.CNC.CI.[Si](C#N)(C)(C)C.CC[CH2:27][CH2:28][N+:29](CCCC)(CCCC)CCCC.[F-]. The catalyst is C(O)(=O)C.O.C1(C)C=CC=CC=1. The yield is 0.680. (3) The reactants are [C:1]([O:5][C:6]([N:8]1[CH2:13][CH2:12][CH:11]([NH:14][C@H:15]([C:18]2[CH:23]=[CH:22][CH:21]=[CH:20][CH:19]=2)[CH2:16][OH:17])[CH2:10][CH2:9]1)=[O:7])([CH3:4])([CH3:3])[CH3:2].[N:24]1[CH:29]=[CH:28][CH:27]=[C:26]([N:30]=[C:31]=[O:32])[CH:25]=1. The catalyst is C(Cl)Cl. The product is [C:1]([O:5][C:6]([N:8]1[CH2:9][CH2:10][CH:11]([N:14]([C@H:15]([C:18]2[CH:19]=[CH:20][CH:21]=[CH:22][CH:23]=2)[CH2:16][OH:17])[C:31]([NH:30][C:26]2[CH:25]=[N:24][CH:29]=[CH:28][CH:27]=2)=[O:32])[CH2:12][CH2:13]1)=[O:7])([CH3:4])([CH3:2])[CH3:3]. The yield is 0.560. (4) The reactants are [NH2:1][C:2]1[CH:3]=[CH:4][CH:5]=[C:6]2[C:10]=1[N:9]([CH2:11][O:12][CH3:13])[C:8]([C:14]1[S:15][C:16]([C:19]([O:21][CH2:22][CH3:23])=[O:20])=[CH:17][N:18]=1)=[CH:7]2.[S:24]1[CH:28]=[CH:27][CH:26]=[C:25]1[S:29](Cl)(=[O:31])=[O:30]. The catalyst is N1C=CC=CC=1. The product is [CH3:13][O:12][CH2:11][N:9]1[C:10]2[C:6](=[CH:5][CH:4]=[CH:3][C:2]=2[NH:1][S:29]([C:25]2[S:24][CH:28]=[CH:27][CH:26]=2)(=[O:31])=[O:30])[CH:7]=[C:8]1[C:14]1[S:15][C:16]([C:19]([O:21][CH2:22][CH3:23])=[O:20])=[CH:17][N:18]=1. The yield is 0.700. (5) The reactants are [O-]P([O-])([O-])=O.[K+].[K+].[K+].[CH2:9]([NH2:16])[C:10]1[CH:15]=[CH:14][CH:13]=[CH:12][CH:11]=1.I[C:18]1[CH:25]=[CH:24][C:21]([C:22]#[N:23])=[CH:20][CH:19]=1.C(O)CO. The catalyst is [Cu]I.CCCCCC.C(OCC)(=O)C.CC(O)C. The product is [CH2:9]([NH:16][C:18]1[CH:25]=[CH:24][C:21]([C:22]#[N:23])=[CH:20][CH:19]=1)[C:10]1[CH:15]=[CH:14][CH:13]=[CH:12][CH:11]=1. The yield is 0.790.